Dataset: Forward reaction prediction with 1.9M reactions from USPTO patents (1976-2016). Task: Predict the product of the given reaction. (1) Given the reactants CN(C)/[CH:3]=[CH:4]/[C:5]([C:7]1[C:12](=[O:13])[CH:11]=[CH:10][N:9]([C:14]2[CH:19]=[CH:18][C:17]([O:20][C:21]([F:24])([F:23])[F:22])=[CH:16][CH:15]=2)[N:8]=1)=O.[F:26][C:27]1([F:38])[O:31][C:30]2[CH:32]=[CH:33][C:34]([NH:36][NH2:37])=[CH:35][C:29]=2[O:28]1.N([O-])=O.[Na+].[Sn](Cl)Cl, predict the reaction product. The product is: [F:38][C:27]1([F:26])[O:31][C:30]2[CH:32]=[CH:33][C:34]([N:36]3[C:5]([C:7]4[C:12](=[O:13])[CH:11]=[CH:10][N:9]([C:14]5[CH:19]=[CH:18][C:17]([O:20][C:21]([F:23])([F:22])[F:24])=[CH:16][CH:15]=5)[N:8]=4)=[CH:4][CH:3]=[N:37]3)=[CH:35][C:29]=2[O:28]1. (2) Given the reactants [C:1]([C:3]1[CH:4]=[C:5]([CH:8]=[CH:9][CH:10]=1)[CH:6]=[O:7])#[N:2].C(OC1C=C(C=C(OCC2C=CC=CC=2)C=1)CN)C1C=CC=CC=1, predict the reaction product. The product is: [OH:7][CH2:6][C:5]1[CH:4]=[C:3]([CH:10]=[CH:9][CH:8]=1)[CH2:1][NH2:2]. (3) Given the reactants [NH:1]1[CH:5]=[CH:4][N:3]=[CH:2]1.C(=O)([O-])[O-:7].[K+].[K+].[NH:12]1CCC[C@H:13]1C(O)=O.BrC1[C:29]2[N:28]=[C:27]([N+:30]([O-])=O)[CH:26]=[CH:25][C:24]=2[NH:23]N=1.[OH2:33], predict the reaction product. The product is: [N:1]1([C:13]2[C:29]3[C:24](=[N:25][CH:26]=[C:27]([N+:30]([O-:7])=[O:33])[CH:28]=3)[NH:23][N:12]=2)[CH:5]=[CH:4][N:3]=[CH:2]1.